This data is from Catalyst prediction with 721,799 reactions and 888 catalyst types from USPTO. The task is: Predict which catalyst facilitates the given reaction. Reactant: [O:1]=[C:2]1[CH:6]=[CH:5][C:4](=[O:7])[N:3]1[CH2:8][CH2:9][CH2:10][C:11]([OH:13])=O.CN(C(ON1N=NC2C=CC=NC1=2)=[N+](C)C)C.F[P-](F)(F)(F)(F)F.CCN(C(C)C)C(C)C.FC(F)(F)C(O)=O.[CH3:54][NH:55][C:56]([CH3:104])([C:58]([NH:60][C@H:61]([C:65]([N:67]([C@@H:69]([C@@H:100]([CH3:103])[CH2:101][CH3:102])[C@H:70]([O:98][CH3:99])[CH2:71][C:72]([N:74]1[CH2:78][CH2:77][CH2:76][C@H:75]1[C@H:79]([O:96][CH3:97])[C@@H:80]([CH3:95])[C:81]([NH:83][C@H:84]([C:92]([OH:94])=[O:93])[CH2:85][C:86]1[CH:91]=[CH:90][CH:89]=[CH:88][CH:87]=1)=[O:82])=[O:73])[CH3:68])=[O:66])[CH:62]([CH3:64])[CH3:63])=[O:59])[CH3:57]. Product: [O:7]=[C:4]1[CH:5]=[CH:6][C:2](=[O:1])[N:3]1[CH2:8][CH2:9][CH2:10][C:11]([N:55]([CH3:54])[C:56]([CH3:104])([C:58]([NH:60][C@H:61]([C:65]([N:67]([C@@H:69]([C@@H:100]([CH3:103])[CH2:101][CH3:102])[C@H:70]([O:98][CH3:99])[CH2:71][C:72]([N:74]1[CH2:78][CH2:77][CH2:76][C@H:75]1[C@H:79]([O:96][CH3:97])[C@@H:80]([CH3:95])[C:81]([NH:83][C@H:84]([C:92]([OH:94])=[O:93])[CH2:85][C:86]1[CH:91]=[CH:90][CH:89]=[CH:88][CH:87]=1)=[O:82])=[O:73])[CH3:68])=[O:66])[CH:62]([CH3:63])[CH3:64])=[O:59])[CH3:57])=[O:13]. The catalyst class is: 174.